This data is from Forward reaction prediction with 1.9M reactions from USPTO patents (1976-2016). The task is: Predict the product of the given reaction. (1) Given the reactants [Cl:1][C:2]1[CH:3]=[C:4]([CH:8]=[CH:9][CH:10]=1)[C:5]([NH2:7])=[NH:6].C([O-])(O)=O.[Na+].O.Br[CH2:18][C:19]([C:21]1[CH:26]=[CH:25][C:24]([Br:27])=[CH:23][CH:22]=1)=O, predict the reaction product. The product is: [Br:27][C:24]1[CH:25]=[CH:26][C:21]([C:19]2[N:6]=[C:5]([C:4]3[CH:8]=[CH:9][CH:10]=[C:2]([Cl:1])[CH:3]=3)[NH:7][CH:18]=2)=[CH:22][CH:23]=1. (2) Given the reactants CN.[F:3][C:4]1[CH:9]=[CH:8][C:7]([C:10]2[O:27][C:13]3[CH:14]=[C:15]([NH:22][S:23]([CH3:26])(=[O:25])=[O:24])[C:16]4[O:20][CH:19]([CH3:21])[CH2:18][C:17]=4[C:12]=3[C:11]=2[C:28](O)=[O:29])=[CH:6][CH:5]=1.C1C[N:34]([P+](ON2N=NC3C=CC=CC2=3)(N2CCCC2)N2CCCC2)[CH2:33]C1.F[P-](F)(F)(F)(F)F, predict the reaction product. The product is: [F:3][C:4]1[CH:9]=[CH:8][C:7]([C:10]2[O:27][C:13]3[CH:14]=[C:15]([NH:22][S:23]([CH3:26])(=[O:25])=[O:24])[C:16]4[O:20][CH:19]([CH3:21])[CH2:18][C:17]=4[C:12]=3[C:11]=2[C:28]([NH:34][CH3:33])=[O:29])=[CH:6][CH:5]=1.